The task is: Predict the reaction yield, written as a fraction of the theoretical maximum amount of product (1.0 means a 100% yield; for example, 0.34 means a 34% yield).. This data is from Reaction yield outcomes from USPTO patents with 853,638 reactions. (1) The reactants are [Cl:1][C:2]1[CH:3]=[CH:4][C:5]2[N:6]([CH:8]=[C:9]([NH:11]C(=O)C(F)(F)F)[N:10]=2)[N:7]=1.C1COCC1.CO.C(=O)([O-])[O-].[K+].[K+]. The catalyst is C(OCC)(=O)C.O. The product is [Cl:1][C:2]1[CH:3]=[CH:4][C:5]2[N:6]([CH:8]=[C:9]([NH2:11])[N:10]=2)[N:7]=1. The yield is 0.900. (2) The reactants are [CH:1]1([N:7]2[C:16]3[C:11](=[CH:12][N:13]=[C:14]4[N:19](S(C5C=CC(C)=CC=5)(=O)=O)[CH:18]=[CH:17][C:15]4=3)[CH2:10][CH2:9][CH2:8]2)[CH2:6][CH2:5][CH2:4][CH2:3][CH2:2]1.[OH-].[Na+].CCOC(C)=O.O. The catalyst is O1CCOCC1. The product is [CH:1]1([N:7]2[C:16]3[C:11](=[CH:12][N:13]=[C:14]4[NH:19][CH:18]=[CH:17][C:15]4=3)[CH2:10][CH2:9][CH2:8]2)[CH2:2][CH2:3][CH2:4][CH2:5][CH2:6]1. The yield is 0.640. (3) The reactants are C[O:2][C:3](=O)[CH2:4][C:5]1[CH:10]=[CH:9][C:8]([N+:11]([O-:13])=[O:12])=[CH:7][C:6]=1[Cl:14].[Li+].[BH4-].[NH4+].[Cl-].C(OCC)(=O)C. The catalyst is C1COCC1.O. The product is [Cl:14][C:6]1[CH:7]=[C:8]([N+:11]([O-:13])=[O:12])[CH:9]=[CH:10][C:5]=1[CH2:4][CH2:3][OH:2]. The yield is 0.550. (4) The reactants are CN(C(ON1N=NC2C=CC=NC1=2)=[N+](C)C)C.F[P-](F)(F)(F)(F)F.[F:25][C:26]1[CH:31]=[CH:30][C:29]([NH:32][C:33]2[C:34]3[CH:41]=[C:40]([C:42]([OH:44])=[O:43])[S:39][C:35]=3[N:36]=[CH:37][N:38]=2)=[C:28]([O:45][CH:46]2[CH2:51][CH2:50][O:49][CH2:48][CH2:47]2)[CH:27]=1.CCN(C(C)C)C(C)C.[CH3:61][N:62]([CH3:67])[CH2:63][CH2:64][CH2:65][NH2:66]. The catalyst is CN(C=O)C. The product is [CH:42]([OH:44])=[O:43].[CH3:61][N:62]([CH3:67])[CH2:63][CH2:64][CH2:65][NH:66][C:42]([C:40]1[S:39][C:35]2[N:36]=[CH:37][N:38]=[C:33]([NH:32][C:29]3[CH:30]=[CH:31][C:26]([F:25])=[CH:27][C:28]=3[O:45][CH:46]3[CH2:47][CH2:48][O:49][CH2:50][CH2:51]3)[C:34]=2[CH:41]=1)=[O:43]. The yield is 0.110. (5) The reactants are [Br:1][C:2]1[CH:11]=[C:10]([CH3:12])[CH:9]=[CH:8][C:3]=1[C:4]([O:6]C)=O.[Mg]([CH2:15][CH2:16][CH2:17][CH2:18][Mg]Br)Br. The catalyst is C1COCC1. The product is [Br:1][C:2]1[CH:11]=[C:10]([CH3:12])[CH:9]=[CH:8][C:3]=1[C:4]1([OH:6])[CH2:18][CH2:17][CH2:16][CH2:15]1. The yield is 0.780. (6) The reactants are [CH2:1]([O:8][C:9]1[CH:14]=[CH:13][C:12]([N+:15]([O-])=O)=[CH:11][C:10]=1[F:18])[C:2]1[CH:7]=[CH:6][CH:5]=[CH:4][CH:3]=1.C1(C)C=CC=CC=1.C([O-])=O.[NH4+]. The catalyst is [Fe].O. The product is [CH2:1]([O:8][C:9]1[CH:14]=[CH:13][C:12]([NH2:15])=[CH:11][C:10]=1[F:18])[C:2]1[CH:3]=[CH:4][CH:5]=[CH:6][CH:7]=1. The yield is 0.870. (7) The product is [CH3:31][N:32]1[CH2:37][CH2:36][N:35]([CH2:38][CH2:39][CH2:40][O:41][C:26]2[CH:25]=[C:24]3[C:29]([C:20]([CH:17]4[CH2:16][CH2:15][NH:14][CH2:19][CH2:18]4)=[N:21][CH:22]=[N:23]3)=[CH:28][CH:27]=2)[CH2:34][CH2:33]1. The catalyst is C1COCC1.C(Cl)Cl.CO. The yield is 1.02. The reactants are CC([O-])(C)C.[K+].C(OC([N:14]1[CH2:19][CH2:18][CH:17]([C:20]2[C:29]3[C:24](=[CH:25][C:26](F)=[CH:27][CH:28]=3)[N:23]=[CH:22][N:21]=2)[CH2:16][CH2:15]1)=O)(C)(C)C.[CH3:31][N:32]1[CH2:37][CH2:36][N:35]([CH2:38][CH2:39][CH2:40][OH:41])[CH2:34][CH2:33]1.Cl.[OH-].[Na+]. (8) The reactants are [H-].[Na+].[CH3:3]N(C=O)C.[CH:8]([N:11]1[C:15]([C:16]2[N:17]=[C:18]3[C:24]4[CH:25]=[CH:26][C:27]([C:29]5[NH:33][C:32]([CH3:34])=[N:31][CH:30]=5)=[CH:28][C:23]=4[O:22][CH2:21][CH2:20][N:19]3[CH:35]=2)=[N:14][CH:13]=[N:12]1)([CH3:10])[CH3:9].IC. The catalyst is C1COCC1.O. The product is [CH3:3][N:31]1[CH:30]=[C:29]([C:27]2[CH:26]=[CH:25][C:24]3[C:18]4[N:19]([CH:35]=[C:16]([C:15]5[N:11]([CH:8]([CH3:10])[CH3:9])[N:12]=[CH:13][N:14]=5)[N:17]=4)[CH2:20][CH2:21][O:22][C:23]=3[CH:28]=2)[N:33]=[C:32]1[CH3:34]. The yield is 0.520. (9) The reactants are [CH3:1][Si:2]([CH3:42])([CH3:41])[CH2:3][CH2:4][O:5][CH2:6][N:7]([CH2:33][O:34][CH2:35][CH2:36][Si:37]([CH3:40])([CH3:39])[CH3:38])[C:8]1[N:13]2[N:14]=[CH:15][CH:16]=[C:12]2[N:11]=[C:10]([CH:17]2[CH2:22][CH2:21][N:20]([C:23]([O:25][CH2:26][C:27]3[CH:32]=[CH:31][CH:30]=[CH:29][CH:28]=3)=[O:24])[CH2:19][CH2:18]2)[CH:9]=1.C1C(=O)N([I:50])C(=O)C1. The catalyst is C(#N)C. The product is [CH3:1][Si:2]([CH3:42])([CH3:41])[CH2:3][CH2:4][O:5][CH2:6][N:7]([CH2:33][O:34][CH2:35][CH2:36][Si:37]([CH3:40])([CH3:39])[CH3:38])[C:8]1[N:13]2[N:14]=[CH:15][C:16]([I:50])=[C:12]2[N:11]=[C:10]([CH:17]2[CH2:22][CH2:21][N:20]([C:23]([O:25][CH2:26][C:27]3[CH:28]=[CH:29][CH:30]=[CH:31][CH:32]=3)=[O:24])[CH2:19][CH2:18]2)[CH:9]=1. The yield is 0.860.